Predict the reaction yield, written as a fraction of the theoretical maximum amount of product (1.0 means a 100% yield; for example, 0.34 means a 34% yield). From a dataset of Reaction yield outcomes from USPTO patents with 853,638 reactions. The reactants are C([O:3][C:4]([CH:6]1[CH2:8][C:7]1([C@@H:16]1[C@:24]2([CH3:25])[C@H:19]([C@@H:20]([O:26][Si:27]([C:30]([CH3:33])([CH3:32])[CH3:31])([CH3:29])[CH3:28])[CH2:21][CH2:22][CH2:23]2)[CH2:18][CH2:17]1)[CH2:9][CH2:10][CH2:11][C:12]([OH:15])([CH3:14])[CH3:13])=O)C.[H-].[Al+3].[Li+].[H-].[H-].[H-].[Cl-].[NH4+].OS(O)(=O)=O. The catalyst is O1CCCC1.O. The product is [C:30]([Si:27]([CH3:29])([CH3:28])[O:26][C@H:20]1[CH2:21][CH2:22][CH2:23][C@@:24]2([CH3:25])[C@H:19]1[CH2:18][CH2:17][C@@H:16]2[C:7]1([CH2:9][CH2:10][CH2:11][C:12]([CH3:14])([OH:15])[CH3:13])[CH2:8][CH:6]1[CH2:4][OH:3])([CH3:33])([CH3:32])[CH3:31]. The yield is 0.900.